Predict which catalyst facilitates the given reaction. From a dataset of Catalyst prediction with 721,799 reactions and 888 catalyst types from USPTO. (1) Reactant: [OH:1][C:2]1[CH:9]=[CH:8][CH:7]=[CH:6][C:3]=1[CH2:4][NH2:5].C[O-].[Na+].Cl.[C:14](=[NH:26])(OCC)/[CH:15]=[CH:16]/[C:17]1[CH:22]=[CH:21][CH:20]=[CH:19][CH:18]=1.O. Product: [OH:1][C:2]1[CH:9]=[CH:8][CH:7]=[CH:6][C:3]=1[CH2:4][NH:5][C:14](=[NH:26])/[CH:15]=[CH:16]/[C:17]1[CH:22]=[CH:21][CH:20]=[CH:19][CH:18]=1. The catalyst class is: 5. (2) Reactant: [C:1]([C:4]1[C:9]([NH:10][C:11]([C:13]2[S:14][CH:15]=[C:16]([C:18]([F:21])([F:20])[F:19])[N:17]=2)=O)=[C:8]([Cl:22])[C:7]([O:23][CH3:24])=[CH:6][CH:5]=1)(=[O:3])[CH3:2].[OH-].[K+]. Product: [Cl:22][C:8]1[C:7]([O:23][CH3:24])=[CH:6][CH:5]=[C:4]2[C:9]=1[N:10]=[C:11]([C:13]1[S:14][CH:15]=[C:16]([C:18]([F:21])([F:20])[F:19])[N:17]=1)[CH:2]=[C:1]2[OH:3]. The catalyst class is: 17. (3) Reactant: CO.C[C:4](C)([O-:6])C.[K+].F[C:10]1[CH:17]=[C:16]([C:18]2[N:22]([CH3:23])[C:21]([C:24]([CH3:36])([O:26][C:27]3[C:32]([F:33])=[CH:31][C:30]([F:34])=[CH:29][C:28]=3[F:35])[CH3:25])=[N:20][N:19]=2)[CH:15]=[CH:14][C:11]=1[C:12]#[N:13].O. Product: [CH3:4][O:6][C:10]1[CH:17]=[C:16]([C:18]2[N:22]([CH3:23])[C:21]([C:24]([CH3:36])([O:26][C:27]3[C:32]([F:33])=[CH:31][C:30]([F:34])=[CH:29][C:28]=3[F:35])[CH3:25])=[N:20][N:19]=2)[CH:15]=[CH:14][C:11]=1[C:12]#[N:13]. The catalyst class is: 1. (4) Reactant: C1C(=O)N([Br:8])C(=O)C1.C1(P(C2C=CC=CC=2)C2C=CC=CC=2)C=CC=CC=1.[F:28][CH:29]([CH2:39]O)[CH2:30][NH:31][C:32](=[O:38])[O:33][C:34]([CH3:37])([CH3:36])[CH3:35].N1C=CC=CC=1. Product: [Br:8][CH2:39][CH:29]([F:28])[CH2:30][NH:31][C:32](=[O:38])[O:33][C:34]([CH3:37])([CH3:36])[CH3:35]. The catalyst class is: 4. (5) Reactant: C[Si]([N-][Si](C)(C)C)(C)C.[Li+].[O:11]1[C:15]2([CH2:20][CH2:19][C:18](=[O:21])[CH2:17][CH2:16]2)[O:14][CH2:13][CH2:12]1.[CH3:22]I.[Cl-].[NH4+]. Product: [CH3:22][CH:19]1[C:18](=[O:21])[CH2:17][CH2:16][C:15]2([O:14][CH2:13][CH2:12][O:11]2)[CH2:20]1. The catalyst class is: 7. (6) Reactant: [F:1][C:2]1[CH:7]=[CH:6][C:5]([N:8]2[C@H:11]([C:12]3[CH:17]=[CH:16][C:15]([OH:18])=[CH:14][CH:13]=3)[C@@H:10]([CH2:19][CH2:20][C@@H:21]([C:23]3[CH:28]=[CH:27][C:26]([F:29])=[CH:25][CH:24]=3)[OH:22])[C:9]2=[O:30])=[CH:4][CH:3]=1.C(N(CC)CC)C.C1C=CC(N([S:45]([C:48]([F:51])([F:50])[F:49])(=[O:47])=[O:46])[S:45]([C:48]([F:51])([F:50])[F:49])(=[O:47])=[O:46])=CC=1.O. Product: [F:49][C:48]([F:51])([F:50])[S:45]([O:18][C:15]1[CH:14]=[CH:13][C:12]([C@@H:11]2[C@@H:10]([CH2:19][CH2:20][C@@H:21]([C:23]3[CH:24]=[CH:25][C:26]([F:29])=[CH:27][CH:28]=3)[OH:22])[C:9](=[O:30])[N:8]2[C:5]2[CH:4]=[CH:3][C:2]([F:1])=[CH:7][CH:6]=2)=[CH:17][CH:16]=1)(=[O:47])=[O:46]. The catalyst class is: 143. (7) Reactant: C(OC([NH:8][C:9]1([C:39]([OH:41])=[O:40])[CH2:14][CH2:13][N:12]([C:15]([C:17]2[CH:18]=[N:19][N:20]3[CH:25]=[CH:24][C:23]([N:26]4[CH2:30][CH2:29][CH2:28][C@@H:27]4[C:31]4[CH:36]=[C:35]([F:37])[CH:34]=[CH:33][C:32]=4[F:38])=[CH:22][C:21]=23)=[O:16])[CH2:11][CH2:10]1)=O)(C)(C)C.[ClH:42]. Product: [ClH:42].[NH2:8][C:9]1([C:39]([OH:41])=[O:40])[CH2:14][CH2:13][N:12]([C:15]([C:17]2[CH:18]=[N:19][N:20]3[CH:25]=[CH:24][C:23]([N:26]4[CH2:30][CH2:29][CH2:28][C@@H:27]4[C:31]4[CH:36]=[C:35]([F:37])[CH:34]=[CH:33][C:32]=4[F:38])=[CH:22][C:21]=23)=[O:16])[CH2:11][CH2:10]1. The catalyst class is: 12.